This data is from Catalyst prediction with 721,799 reactions and 888 catalyst types from USPTO. The task is: Predict which catalyst facilitates the given reaction. (1) Reactant: [NH2:1][C:2]1[CH:3]=[C:4]([CH:8]=[CH:9][C:10]=1[Cl:11])[C:5]([OH:7])=[O:6].C(N(C(C)C)CC)(C)C.[Cl:21][C:22]1[CH:32]=[CH:31][CH:30]=[CH:29][C:23]=1[C:24]([N:26]=[C:27]=[O:28])=[O:25]. Product: [Cl:11][C:10]1[CH:9]=[CH:8][C:4]([C:5]([OH:7])=[O:6])=[CH:3][C:2]=1[NH:1][C:27]([NH:26][C:24](=[O:25])[C:23]1[CH:29]=[CH:30][CH:31]=[CH:32][C:22]=1[Cl:21])=[O:28]. The catalyst class is: 4. (2) Reactant: C(Cl)(=O)C(Cl)=O.[C:7]1([S:13]([C:16]2[CH:24]=[CH:23][C:19]([C:20]([OH:22])=O)=[CH:18][CH:17]=2)(=[O:15])=[O:14])[CH:12]=[CH:11][CH:10]=[CH:9][CH:8]=1.Cl.[N:26]1[CH:27]=[CH:28][N:29]2[CH:34]=[CH:33][C:32](CN)=[CH:31][C:30]=12.[CH2:37]([N:39](CC)CC)C.C(=O)(O)[O-].[Na+]. Product: [N:26]1[CH:27]=[CH:28][N:29]2[CH:34]=[C:33]([CH2:37][NH:39][C:20](=[O:22])[C:19]3[CH:18]=[CH:17][C:16]([S:13]([C:7]4[CH:8]=[CH:9][CH:10]=[CH:11][CH:12]=4)(=[O:14])=[O:15])=[CH:24][CH:23]=3)[CH:32]=[CH:31][C:30]=12. The catalyst class is: 4. (3) Reactant: [Cl:1][C:2]1[C:3]([CH2:8][NH:9][C:10]([C@H:12]2[CH2:17][CH2:16][C@@H:15]([OH:18])[CH2:14][CH2:13]2)=[O:11])=[N:4][CH:5]=[CH:6][N:7]=1.[C:19](OC(=O)C)(=[O:21])[CH3:20]. Product: [C:19]([O:18][C@H:15]1[CH2:16][CH2:17][C@@H:12]([C:10](=[O:11])[NH:9][CH2:8][C:3]2[C:2]([Cl:1])=[N:7][CH:6]=[CH:5][N:4]=2)[CH2:13][CH2:14]1)(=[O:21])[CH3:20]. The catalyst class is: 341. (4) Reactant: [Cl:1][C:2]1[C:3]([CH3:23])=[CH:4][C:5]([CH2:21]O)=[C:6]([CH:8]2[CH2:13][CH2:12][N:11]([C:14]([O:16][C:17]([CH3:20])([CH3:19])[CH3:18])=[O:15])[CH2:10][CH2:9]2)[CH:7]=1.C(N(CC)CC)C.S([Cl:41])(C1C=CC(C)=CC=1)(=O)=O. The catalyst class is: 79. Product: [Cl:1][C:2]1[C:3]([CH3:23])=[CH:4][C:5]([CH2:21][Cl:41])=[C:6]([CH:8]2[CH2:13][CH2:12][N:11]([C:14]([O:16][C:17]([CH3:20])([CH3:19])[CH3:18])=[O:15])[CH2:10][CH2:9]2)[CH:7]=1. (5) Reactant: [CH3:1][CH:2]([CH3:5])[CH2:3][NH2:4].C(N(CC)CC)C.[I:13][C:14]1[CH:19]=[CH:18][C:17]([S:20](Cl)(=[O:22])=[O:21])=[CH:16][CH:15]=1. Product: [I:13][C:14]1[CH:19]=[CH:18][C:17]([S:20]([NH:4][CH2:3][CH:2]([CH3:5])[CH3:1])(=[O:22])=[O:21])=[CH:16][CH:15]=1. The catalyst class is: 2. (6) Reactant: [CH3:1][CH:2]1[CH:6]2[C:7]([NH:9][CH:10]=[C:11]([CH3:12])[CH:5]2[CH2:4][CH2:3]1)=[O:8].[Br:13][C:14]1[CH:19]=[CH:18][C:17]([Bi]([C:17]2[CH:18]=[CH:19][C:14]([Br:13])=[CH:15][CH:16]=2)[C:17]2[CH:18]=[CH:19][C:14]([Br:13])=[CH:15][CH:16]=2)=[CH:16][CH:15]=1.C(N(CC)CC)C. Product: [Br:13][C:14]1[CH:19]=[CH:18][C:17]([N:9]2[CH:10]=[C:11]([CH3:12])[C@H:5]3[CH2:4][CH2:3][C@H:2]([CH3:1])[C@H:6]3[C:7]2=[O:8])=[CH:16][CH:15]=1. The catalyst class is: 221. (7) Reactant: [CH2:1]([O:8][C@@H:9]1[CH2:13][CH2:12][CH2:11][C@H:10]1[C:14]1[NH:18][N:17]=[CH:16][CH:15]=1)[C:2]1[CH:7]=[CH:6][CH:5]=[CH:4][CH:3]=1.[O:19]1[CH:24]=[CH:23][CH2:22][CH2:21][CH2:20]1.O.C1(C)C=CC(S(O)(=O)=O)=CC=1. Product: [CH2:1]([O:8][C@@H:9]1[CH2:13][CH2:12][CH2:11][C@H:10]1[C:14]1[CH:15]=[CH:16][N:17]([CH:20]2[CH2:21][CH2:22][CH2:23][CH2:24][O:19]2)[N:18]=1)[C:2]1[CH:3]=[CH:4][CH:5]=[CH:6][CH:7]=1. The catalyst class is: 4. (8) Reactant: [NH2:1][C@H:2]([C:5]([OH:7])=[O:6])[CH2:3][SH:4].C(=O)([O-])[O-].[Na+].[Na+].Br[CH2:15][CH2:16][CH2:17][C:18]([NH:20][CH2:21][CH:22]=[CH2:23])=[O:19]. Product: [NH2:1][C@H:2]([CH2:3][S:4][CH2:15][CH2:16][CH2:17][C:18](=[O:19])[NH:20][CH2:21][CH:22]=[CH2:23])[C:5]([OH:7])=[O:6]. The catalyst class is: 6. (9) Reactant: [NH2:1][C:2]1[CH:11]=[CH:10][CH:9]=[C:8]2[C:3]=1[C:4](=[O:21])[N:5]([CH:13]1[CH2:18][CH2:17][C:16](=[O:19])[NH:15][C:14]1=[O:20])[C:6]([CH3:12])=[N:7]2.[CH2:22]([O:29][CH2:30][C:31](Cl)=[O:32])[C:23]1[CH:28]=[CH:27][CH:26]=[CH:25][CH:24]=1. Product: [CH2:22]([O:29][CH2:30][C:31]([NH:1][C:2]1[CH:11]=[CH:10][CH:9]=[C:8]2[C:3]=1[C:4](=[O:21])[N:5]([CH:13]1[CH2:18][CH2:17][C:16](=[O:19])[NH:15][C:14]1=[O:20])[C:6]([CH3:12])=[N:7]2)=[O:32])[C:23]1[CH:28]=[CH:27][CH:26]=[CH:25][CH:24]=1. The catalyst class is: 7. (10) Reactant: [Cl:1][C:2]1[CH:11]=[C:10]2[C:5]([CH:6]=[CH:7][C:8](/[CH:12]=[CH:13]/[C:14]3[CH:15]=[C:16]([CH:20](O)[CH2:21][CH2:22][C:23]4[CH:31]=[CH:30][CH:29]=[CH:28][C:24]=4[C:25]([OH:27])=[O:26])[CH:17]=[CH:18][CH:19]=3)=[N:9]2)=[CH:4][CH:3]=1.C1(N=C=NC2CCCCC2)CCCCC1. Product: [Cl:1][C:2]1[CH:11]=[C:10]2[C:5]([CH:6]=[CH:7][C:8](/[CH:12]=[CH:13]/[C:14]3[CH:15]=[C:16]([CH:20]4[O:27][C:25](=[O:26])[C:24]5[CH:28]=[CH:29][CH:30]=[CH:31][C:23]=5[CH2:22][CH2:21]4)[CH:17]=[CH:18][CH:19]=3)=[N:9]2)=[CH:4][CH:3]=1. The catalyst class is: 112.